From a dataset of Peptide-MHC class I binding affinity with 185,985 pairs from IEDB/IMGT. Regression. Given a peptide amino acid sequence and an MHC pseudo amino acid sequence, predict their binding affinity value. This is MHC class I binding data. (1) The peptide sequence is FKRKGGIGGY. The MHC is HLA-B27:05 with pseudo-sequence HLA-B27:05. The binding affinity (normalized) is 0.202. (2) The peptide sequence is ASLGPLRETY. The MHC is HLA-A01:01 with pseudo-sequence HLA-A01:01. The binding affinity (normalized) is 0. (3) The peptide sequence is CYVDIDVYCI. The MHC is HLA-A24:02 with pseudo-sequence HLA-A24:02. The binding affinity (normalized) is 0.493. (4) The peptide sequence is FNMLKRERNR. The MHC is HLA-A33:01 with pseudo-sequence HLA-A33:01. The binding affinity (normalized) is 0.632. (5) The peptide sequence is AVYFKAKWLT. The MHC is HLA-A68:02 with pseudo-sequence HLA-A68:02. The binding affinity (normalized) is 0.408. (6) The peptide sequence is TSISGVLWTV. The MHC is HLA-A02:02 with pseudo-sequence HLA-A02:02. The binding affinity (normalized) is 0.806. (7) The peptide sequence is LEKEEGIIPDW. The MHC is Mamu-B01 with pseudo-sequence Mamu-B01. The binding affinity (normalized) is 0.